This data is from Full USPTO retrosynthesis dataset with 1.9M reactions from patents (1976-2016). The task is: Predict the reactants needed to synthesize the given product. (1) Given the product [N:32]1[CH:33]=[CH:34][C:29]([C:27]2[CH2:26][C:25](=[O:41])[NH:24][C:9]3[CH:10]=[C:11]([C:20]([F:23])([F:22])[F:21])[C:12]([O:14][CH2:15][C:16]([F:17])([F:19])[F:18])=[CH:13][C:8]=3[N:7]=2)=[CH:30][C:31]=1[C:35]1[CH:36]=[N:37][CH:38]=[CH:39][CH:40]=1, predict the reactants needed to synthesize it. The reactants are: C(OC(=O)[NH:7][C:8]1[CH:13]=[C:12]([O:14][CH2:15][C:16]([F:19])([F:18])[F:17])[C:11]([C:20]([F:23])([F:22])[F:21])=[CH:10][C:9]=1[NH:24][C:25](=[O:41])[CH2:26][C:27]([C:29]1[CH:34]=[CH:33][N:32]=[C:31]([C:35]2[CH:36]=[N:37][CH:38]=[CH:39][CH:40]=2)[CH:30]=1)=O)(C)(C)C.C(O)(C(F)(F)F)=O. (2) Given the product [CH:35]([O:37][CH:6]([CH3:5])[CH3:7])([CH3:36])[CH3:34].[NH2:16][C:4]1[CH:3]=[C:2]([F:1])[C:7]([N:8]2[CH2:13][CH2:12][N:11]([CH3:14])[CH2:10][CH2:9]2)=[CH:6][C:5]=1[NH-:15], predict the reactants needed to synthesize it. The reactants are: [F:1][C:2]1[CH:3]=[C:4]([NH2:16])[C:5]([NH2:15])=[CH:6][C:7]=1[N:8]1[CH2:13][CH2:12][N:11]([CH3:14])[CH2:10][CH2:9]1.C(N(CC)CC)C.C1[C:36]2[C:35](=[O:37])[C:34]3C(=CC=CC=3)C=2C(C(Cl)=O)=CC=1. (3) Given the product [Br:26][C:18]1[CH:19]=[C:20]([O:21][CH2:22][CH:23]2[CH2:24][CH2:25]2)[C:15]([CH:12]2[CH2:14][CH2:13]2)=[CH:16][N:17]=1, predict the reactants needed to synthesize it. The reactants are: CN(C)CCO.[Li]CCCC.[CH:12]1([C:15]2[CH:16]=[N:17][CH:18]=[CH:19][C:20]=2[O:21][CH2:22][CH:23]2[CH2:25][CH2:24]2)[CH2:14][CH2:13]1.[Br:26]C(Cl)(Cl)C(Cl)(Cl)Br. (4) Given the product [ClH:1].[Cl:1][C:2]1[CH:3]=[C:4]([C:8]2[N:13]=[C:12]3[CH2:14][CH2:15][CH2:16][C:11]3=[C:10]([NH:17][C:18]3[CH:23]=[CH:22][C:21]([CH2:24][CH2:25][OH:26])=[C:20]([F:30])[CH:19]=3)[CH:9]=2)[CH:5]=[CH:6][CH:7]=1, predict the reactants needed to synthesize it. The reactants are: [Cl:1][C:2]1[CH:3]=[C:4]([C:8]2[N:13]=[C:12]3[CH2:14][CH2:15][CH2:16][C:11]3=[C:10]([NH:17][C:18]3[CH:23]=[CH:22][C:21]([CH2:24][C:25](OCC)=[O:26])=[C:20]([F:30])[CH:19]=3)[CH:9]=2)[CH:5]=[CH:6][CH:7]=1. (5) Given the product [CH2:19]([O:18][CH:14]([C:11]1[CH:12]=[CH:13][C:8]([CH3:7])=[CH:9][CH:10]=1)[C:15]([CH3:17])=[CH2:16])[CH:20]=[CH:21][CH3:22], predict the reactants needed to synthesize it. The reactants are: CC([O-])(C)C.[K+].[CH3:7][C:8]1[CH:13]=[CH:12][C:11]([CH:14]([OH:18])[C:15]([CH3:17])=[CH2:16])=[CH:10][CH:9]=1.[CH2:19](Cl)[CH:20]=[CH:21][CH3:22]. (6) Given the product [Cl:8][C:6]1[N:5]=[C:4]2[N:9]([CH2:12][CH3:13])[N:10]=[CH:11][C:3]2=[C:2]([NH:22][C:18]2[CH:19]=[CH:20][CH:21]=[C:16]([O:15][CH3:14])[CH:17]=2)[N:7]=1, predict the reactants needed to synthesize it. The reactants are: Cl[C:2]1[N:7]=[C:6]([Cl:8])[N:5]=[C:4]2[N:9]([CH2:12][CH3:13])[N:10]=[CH:11][C:3]=12.[CH3:14][O:15][C:16]1[CH:21]=[CH:20][CH:19]=[C:18]([NH2:22])[CH:17]=1. (7) Given the product [Cl:1][C:2]1[CH:7]=[CH:6][CH:5]=[CH:4][C:3]=1/[CH:8]=[CH:9]/[CH2:10][O:11][CH2:22][O:23][CH3:24], predict the reactants needed to synthesize it. The reactants are: [Cl:1][C:2]1[CH:7]=[CH:6][CH:5]=[CH:4][C:3]=1/[CH:8]=[CH:9]/[CH2:10][OH:11].C(N(C(C)C)CC)(C)C.Cl[CH2:22][O:23][CH3:24].